This data is from CYP2C19 inhibition data for predicting drug metabolism from PubChem BioAssay. The task is: Regression/Classification. Given a drug SMILES string, predict its absorption, distribution, metabolism, or excretion properties. Task type varies by dataset: regression for continuous measurements (e.g., permeability, clearance, half-life) or binary classification for categorical outcomes (e.g., BBB penetration, CYP inhibition). Dataset: cyp2c19_veith. (1) The compound is COCCn1c(=O)c(CCc2ccccc2)nc2cnc(Nc3cccc(OC)c3)nc21. The result is 1 (inhibitor). (2) The drug is CC(C)C(=O)Nc1ccc(C(=O)NNC(=O)C(c2ccccc2)c2ccccc2)cc1. The result is 0 (non-inhibitor). (3) The result is 1 (inhibitor). The molecule is COc1cccc([C@@H]2Oc3ccc(OC)cc3/C(=N/O[C@@H](C)c3cc(-c4c(C)cc(C)cc4C)no3)[C@@H]2O)c1. (4) The molecule is Cc1ccc(S(=O)(=O)N[C@H](C(=O)Oc2ccc3c(C(F)(F)F)cc(=O)oc3c2)c2ccccc2)cc1. The result is 1 (inhibitor). (5) The compound is CN(C)C(=O)c1ccc(-c2cncnc2NCCN2CCOCC2)cc1. The result is 0 (non-inhibitor). (6) The compound is CCCn1c(=O)c2[nH]c(-c3ccc(S(=O)(=O)O)cc3)nc2n(CCC)c1=O. The result is 0 (non-inhibitor).